From a dataset of Forward reaction prediction with 1.9M reactions from USPTO patents (1976-2016). Predict the product of the given reaction. (1) Given the reactants [CH2:1]([O:8][C:9]([N:11]([CH2:18][CH2:19][CH2:20]CC(OCC)=O)[CH2:12][C:13]([O:15]CC)=O)=[O:10])[C:2]1[CH:7]=[CH:6][CH:5]=[CH:4][CH:3]=1.[O-:27][CH2:28][CH3:29].[Na+].C([OH:33])C, predict the reaction product. The product is: [CH2:1]([O:8][C:9]([N:11]1[CH2:12][C:13](=[O:15])[CH:19]([C:20]([O:27][CH2:28][CH3:29])=[O:33])[CH2:18]1)=[O:10])[C:2]1[CH:3]=[CH:4][CH:5]=[CH:6][CH:7]=1. (2) Given the reactants C([O:5][C:6](=[O:37])[CH2:7][C@H:8]([NH:11][S:12]([C:15]1[CH:20]=[CH:19][C:18]([C:21](=[O:23])[NH2:22])=[CH:17][C:16]=1[O:24][CH2:25][CH2:26][C:27]1[CH:36]=[CH:35][CH:34]=[C:33]2[C:28]=1[CH:29]=[CH:30][CH:31]=[N:32]2)(=[O:14])=[O:13])[C:9]#[N:10])(C)(C)C.C1(C)C=CC=CC=1, predict the reaction product. The product is: [C:21]([C:18]1[CH:19]=[CH:20][C:15]([S:12]([NH:11][C@H:8]([C:9]#[N:10])[CH2:7][C:6]([OH:37])=[O:5])(=[O:14])=[O:13])=[C:16]([O:24][CH2:25][CH2:26][C:27]2[CH:36]=[CH:35][CH:34]=[C:33]3[C:28]=2[CH:29]=[CH:30][CH:31]=[N:32]3)[CH:17]=1)(=[O:23])[NH2:22]. (3) Given the reactants [F:1][C:2]([F:14])([F:13])[O:3][C:4]1[CH:12]=[CH:11][CH:10]=[CH:9][C:5]=1[C:6](Cl)=[O:7].[CH2:15]([NH:22][C:23]([C:25]1[S:29][C:28]([NH2:30])=[N:27][C:26]=1[CH3:31])=[O:24])[C:16]1[CH:21]=[CH:20][CH:19]=[CH:18][CH:17]=1, predict the reaction product. The product is: [CH2:15]([NH:22][C:23]([C:25]1[S:29][C:28]([NH:30][C:6](=[O:7])[C:5]2[CH:9]=[CH:10][CH:11]=[CH:12][C:4]=2[O:3][C:2]([F:14])([F:13])[F:1])=[N:27][C:26]=1[CH3:31])=[O:24])[C:16]1[CH:21]=[CH:20][CH:19]=[CH:18][CH:17]=1. (4) The product is: [F:8][C:9]1[CH:10]=[C:11]([CH:32]=[CH:33][CH:34]=1)[CH:12]=[C:40]1[CH2:39][N:38]2[CH:42]([CH2:35][CH2:36][CH2:37]2)[CH2:41]1. Given the reactants CC(C)([O-])C.[K+].[Br-].[F:8][C:9]1[CH:10]=[C:11]([CH:32]=[CH:33][CH:34]=1)[CH2:12][P+](C1C=CC=CC=1)(C1C=CC=CC=1)C1C=CC=CC=1.[CH2:35]1[CH:42]2[N:38]([CH2:39][CH2:40][CH2:41]2)[CH2:37][C:36]1=O, predict the reaction product. (5) Given the reactants [CH3:1][O:2][C:3]1[CH:4]=[C:5]([CH2:13][CH2:14][C:15](Cl)=[O:16])[CH:6]=[CH:7][C:8]=1[O:9][CH2:10][C:11]#[CH:12].[F:18][C:19]([F:30])([F:29])[O:20][C:21]1[CH:28]=[CH:27][C:24]([CH2:25][NH2:26])=[CH:23][CH:22]=1, predict the reaction product. The product is: [F:18][C:19]([F:29])([F:30])[O:20][C:21]1[CH:28]=[CH:27][C:24]([CH2:25][NH:26][C:15](=[O:16])[CH2:14][CH2:13][C:5]2[CH:6]=[CH:7][C:8]([O:9][CH2:10][C:11]#[CH:12])=[C:3]([O:2][CH3:1])[CH:4]=2)=[CH:23][CH:22]=1.